Dataset: Reaction yield outcomes from USPTO patents with 853,638 reactions. Task: Predict the reaction yield, written as a fraction of the theoretical maximum amount of product (1.0 means a 100% yield; for example, 0.34 means a 34% yield). (1) The yield is 0.910. No catalyst specified. The reactants are [CH3:1][C:2]1([CH3:16])[CH2:11][C:10]2[NH:9][C:8](=[S:12])[C:7]([C:13]#[N:14])=[CH:6][C:5]=2[C:4](=[O:15])[CH2:3]1.Br[CH2:18][CH2:19][CH3:20]. The product is [CH3:1][C:2]1([CH3:16])[CH2:11][C:10]2[N:9]=[C:8]([S:12][CH2:18][CH2:19][CH3:20])[C:7]([C:13]#[N:14])=[CH:6][C:5]=2[C:4](=[O:15])[CH2:3]1. (2) The reactants are [CH2:1]=[CH:2][CH2:3][CH2:4][CH2:5][CH2:6][CH2:7][CH3:8].[CH:9]1[CH:14]=[CH:13][CH:12]=[CH:11][CH:10]=1. No catalyst specified. The product is [CH2:1]([C:9]1[CH:14]=[CH:13][CH:12]=[CH:11][CH:10]=1)[CH2:2][CH2:3][CH2:4][CH2:5][CH2:6][CH2:7][CH3:8]. The yield is 0.700. (3) The product is [ClH:36].[CH3:12][CH:10]([O:9][C:8]1[CH:7]=[CH:6][C:5]([C:13]2[O:17][N:16]=[C:15]([C:18]3[CH:35]=[CH:34][C:21]4[CH2:22][CH2:23][NH:24][CH2:25][CH2:26][C:20]=4[CH:19]=3)[N:14]=2)=[CH:4][C:3]=1[C:1]#[N:2])[CH3:11]. The yield is 0.950. The catalyst is C(Cl)Cl. The reactants are [C:1]([C:3]1[CH:4]=[C:5]([C:13]2[O:17][N:16]=[C:15]([C:18]3[CH:35]=[CH:34][C:21]4[CH2:22][CH2:23][N:24](C(OC(C)(C)C)=O)[CH2:25][CH2:26][C:20]=4[CH:19]=3)[N:14]=2)[CH:6]=[CH:7][C:8]=1[O:9][CH:10]([CH3:12])[CH3:11])#[N:2].[ClH:36].O1CCOCC1.C(OCC)C. (4) The reactants are Cl[C:2]1[N:11]=[C:10]([Cl:12])[CH:9]=[C:8]([C:13]#[N:14])[C:3]=1[C:4]([O:6][CH3:7])=[O:5].[NH:15]1[C:23]2[C:18](=[CH:19][CH:20]=[C:21]([NH2:24])[CH:22]=2)[CH:17]=[N:16]1.CCN(CC)CC.O. The catalyst is C1COCC1.CCOC(C)=O. The product is [NH:15]1[C:23]2[C:18](=[CH:19][CH:20]=[C:21]([NH:24][C:2]3[N:11]=[C:10]([Cl:12])[CH:9]=[C:8]([C:13]#[N:14])[C:3]=3[C:4]([O:6][CH3:7])=[O:5])[CH:22]=2)[CH:17]=[N:16]1. The yield is 0.385. (5) The reactants are Br[C:2]1[CH:23]=[CH:22][C:5]([C:6]([NH:8][S:9]([C:12]2[CH:17]=[CH:16][CH:15]=[CH:14][C:13]=2[S:18](=[O:21])(=[O:20])[NH2:19])(=[O:11])=[O:10])=[O:7])=[CH:4][C:3]=1[F:24].[CH3:25][C:26]([CH3:39])([CH3:38])[C:27]#[C:28]B(OC(C)C)OC(C)C.C(=O)([O-])[O-].[Na+].[Na+]. The catalyst is C1C=CC(P(C2C=CC=CC=2)[C-]2C=CC=C2)=CC=1.C1C=CC(P(C2C=CC=CC=2)[C-]2C=CC=C2)=CC=1.Cl[Pd]Cl.[Fe+2].CN(C)C=O. The product is [CH3:25][C:26]([CH3:39])([CH3:38])[C:27]#[C:28][C:2]1[CH:23]=[CH:22][C:5]([C:6]([NH:8][S:9]([C:12]2[CH:17]=[CH:16][CH:15]=[CH:14][C:13]=2[S:18](=[O:21])(=[O:20])[NH2:19])(=[O:11])=[O:10])=[O:7])=[CH:4][C:3]=1[F:24]. The yield is 0.230. (6) The reactants are [N+:1]([C:4]1[CH:5]=[CH:6][C:7]([C:14]([F:17])([F:16])[F:15])=[C:8]2[C:13]=1[N:12]=[CH:11][CH:10]=[CH:9]2)([O-])=O.[Sn](Cl)Cl. The catalyst is Cl. The product is [F:17][C:14]([F:15])([F:16])[C:7]1[CH:6]=[CH:5][C:4]([NH2:1])=[C:13]2[C:8]=1[CH:9]=[CH:10][CH:11]=[N:12]2. The yield is 0.850.